This data is from Forward reaction prediction with 1.9M reactions from USPTO patents (1976-2016). The task is: Predict the product of the given reaction. (1) Given the reactants [Br:1][C:2]1[CH:7]=[CH:6][C:5](/[C:8](/[CH3:16])=[C:9](\[CH3:15])/[C:10](OCC)=[O:11])=[CH:4][CH:3]=1.CC(C[AlH]CC(C)C)C, predict the reaction product. The product is: [Br:1][C:2]1[CH:3]=[CH:4][C:5](/[C:8](/[CH3:16])=[C:9](\[CH3:15])/[CH2:10][OH:11])=[CH:6][CH:7]=1. (2) Given the reactants [O:1]=[C:2]1[N:6]([C@@H:7]2[CH2:12][CH2:11][C@H:10]([C:13]([OH:15])=O)[CH2:9][CH2:8]2)[CH2:5][CH2:4][O:3]1.[F:16][C:17]1[CH:18]=[C:19]([N:24]2[CH:28]=[CH:27][C:26]([NH2:29])=[N:25]2)[CH:20]=[C:21]([F:23])[CH:22]=1, predict the reaction product. The product is: [F:16][C:17]1[CH:18]=[C:19]([N:24]2[CH:28]=[CH:27][C:26]([NH:29][C:13]([C@H:10]3[CH2:9][CH2:8][C@@H:7]([N:6]4[CH2:5][CH2:4][O:3][C:2]4=[O:1])[CH2:12][CH2:11]3)=[O:15])=[N:25]2)[CH:20]=[C:21]([F:23])[CH:22]=1.